This data is from Forward reaction prediction with 1.9M reactions from USPTO patents (1976-2016). The task is: Predict the product of the given reaction. (1) Given the reactants [S:1]1[C:5]2[CH:6]=[CH:7][CH:8]=[CH:9][C:4]=2[N:3]=[C:2]1[CH:10]([C:13]1[CH:18]=[CH:17][N:16]=[C:15](Cl)[N:14]=1)[C:11]#[N:12].[CH3:20][O:21][C:22]1[CH:27]=[CH:26][C:25]([OH:28])=[CH:24][CH:23]=1.C(=O)([O-])[O-].[Cs+].[Cs+], predict the reaction product. The product is: [S:1]1[C:5]2[CH:6]=[CH:7][CH:8]=[CH:9][C:4]=2[N:3]=[C:2]1[CH:10]([C:13]1[CH:18]=[CH:17][N:16]=[C:15]([O:28][C:25]2[CH:26]=[CH:27][C:22]([O:21][CH3:20])=[CH:23][CH:24]=2)[N:14]=1)[C:11]#[N:12]. (2) Given the reactants [S:1]([O:5][CH2:6][CH:7]=[CH2:8])(=[O:4])(=[O:3])[CH3:2].[CH2:9]([OH:12])C=C.[CH2:13]([N:15](CC)CC)[CH3:14].CS(Cl)(=O)=O, predict the reaction product. The product is: [CH2:6]([N:15]([CH:13]=[CH2:14])[CH:9]=[O:12])[CH:7]=[CH2:8].[S:1]([O:5][CH2:6][CH:7]=[CH2:8])(=[O:4])(=[O:3])[CH3:2]. (3) The product is: [NH2:7][C:8]1[CH:9]=[C:10]([CH:11]=[C:12]([C:14]([F:17])([F:15])[F:16])[CH:13]=1)[C:18]([N:19]([CH3:33])[C:20]1[CH:21]=[N:22][CH:23]=[CH:24][C:25]=1[C:26]1[CH:31]=[CH:30][CH:29]=[CH:28][C:27]=1[CH3:32])=[O:34]. Given the reactants C(OC(=O)[NH:7][C:8]1[CH:13]=[C:12]([C:14]([F:17])([F:16])[F:15])[CH:11]=[C:10]([C:18](=[O:34])[N:19]([CH3:33])[C:20]2[CH:21]=[N:22][CH:23]=[CH:24][C:25]=2[C:26]2[CH:31]=[CH:30][CH:29]=[CH:28][C:27]=2[CH3:32])[CH:9]=1)(C)(C)C, predict the reaction product. (4) Given the reactants [OH:1][B:2]1[C:6]2[CH:7]=[C:8]([CH:11]([NH:13]C(=O)OC(C)(C)C)[CH3:12])[CH:9]=[CH:10][C:5]=2[C:4]([CH3:22])([CH3:21])[O:3]1.[ClH:23].O, predict the reaction product. The product is: [ClH:23].[NH2:13][CH:11]([C:8]1[CH:9]=[CH:10][C:5]2[C:4]([CH3:21])([CH3:22])[O:3][B:2]([OH:1])[C:6]=2[CH:7]=1)[CH3:12]. (5) Given the reactants [CH2:1]([O:8][N:9]1[C:15](=[O:16])[N:14]2[CH2:17][C@H:10]1[CH2:11][CH2:12][C@H:13]2[C:18]([O:20][C:21]([CH3:24])([CH3:23])[CH3:22])=[O:19])[C:2]1C=CC=C[CH:3]=1.C(=O)([O-])[O-].[K+].[K+].C(Br)C=C, predict the reaction product. The product is: [CH2:1]([O:8][N:9]1[C:15](=[O:16])[N:14]2[CH2:17][C@H:10]1[CH2:11][CH2:12][C@H:13]2[C:18]([O:20][C:21]([CH3:24])([CH3:23])[CH3:22])=[O:19])[CH:2]=[CH2:3].